Dataset: Forward reaction prediction with 1.9M reactions from USPTO patents (1976-2016). Task: Predict the product of the given reaction. (1) Given the reactants [CH2:1]1[C:6]2([CH2:11][CH2:10][C:9](=[O:12])[CH2:8][CH2:7]2)[CH2:5][CH2:4][NH:3][CH2:2]1.[C:13]1(=O)[CH2:16][CH2:15][CH2:14]1.C(O[BH-](OC(=O)C)OC(=O)C)(=O)C.[Na+].C(=O)([O-])[O-].[Na+].[Na+], predict the reaction product. The product is: [CH:13]1([N:3]2[CH2:2][CH2:1][C:6]3([CH2:11][CH2:10][C:9](=[O:12])[CH2:8][CH2:7]3)[CH2:5][CH2:4]2)[CH2:16][CH2:15][CH2:14]1. (2) Given the reactants [CH2:1]([O:4][CH:5](OCC#C)[C:6]1[CH:11]=[CH:10][C:9]([Cl:12])=[CH:8][CH:7]=1)[C:2]#[CH:3].C([Cl:20])(=O)C.S(Cl)(Cl)=O, predict the reaction product. The product is: [Cl:12][C:9]1[CH:10]=[CH:11][C:6]([CH:5]([Cl:20])[O:4][CH2:1][C:2]#[CH:3])=[CH:7][CH:8]=1. (3) Given the reactants [C:1]([C:4]1[C:9]2[NH:10][C:11]3[C:16]([C:8]=2[C:7]([C:23]2[C:24]([CH3:40])=[C:25]([NH:29]C(=O)OCC4C=CC=CC=4)[CH:26]=[CH:27][CH:28]=2)=[CH:6][N:5]=1)=[CH:15][CH:14]=[C:13]([N:17]1[CH2:22][CH2:21][O:20][CH2:19][CH2:18]1)[CH:12]=3)(=[O:3])[NH2:2], predict the reaction product. The product is: [NH2:29][C:25]1[C:24]([CH3:40])=[C:23]([C:7]2[C:8]3[C:16]4[C:11](=[CH:12][C:13]([N:17]5[CH2:18][CH2:19][O:20][CH2:21][CH2:22]5)=[CH:14][CH:15]=4)[NH:10][C:9]=3[C:4]([C:1]([NH2:2])=[O:3])=[N:5][CH:6]=2)[CH:28]=[CH:27][CH:26]=1. (4) Given the reactants C(N(CC)CC)C.[O:8]=[C:9]1[C:17]2[C:12](=[CH:13][CH:14]=[CH:15][CH:16]=2)[C:11](=[O:18])[N:10]1[CH2:19][CH2:20][S:21](Cl)(=[O:23])=[O:22].[CH:25]([O:38][C:39]1[C:40]2[C:52](=[O:53])[N:51]([CH2:54][C:55]3[CH:60]=[CH:59][C:58]([F:61])=[CH:57][CH:56]=3)[CH2:50][C:41]=2[C:42]([OH:49])=[C:43]2[C:48]=1[N:47]=[CH:46][CH:45]=[CH:44]2)([C:32]1[CH:37]=[CH:36][CH:35]=[CH:34][CH:33]=1)[C:26]1[CH:31]=[CH:30][CH:29]=[CH:28][CH:27]=1.CCOC(C)=O.CCCCCC, predict the reaction product. The product is: [CH:25]([O:38][C:39]1[C:40]2[C:52](=[O:53])[N:51]([CH2:54][C:55]3[CH:60]=[CH:59][C:58]([F:61])=[CH:57][CH:56]=3)[CH2:50][C:41]=2[C:42]([O:49][S:21]([CH2:20][CH2:19][N:10]2[C:9](=[O:8])[C:17]3[C:12](=[CH:13][CH:14]=[CH:15][CH:16]=3)[C:11]2=[O:18])(=[O:22])=[O:23])=[C:43]2[C:48]=1[N:47]=[CH:46][CH:45]=[CH:44]2)([C:26]1[CH:31]=[CH:30][CH:29]=[CH:28][CH:27]=1)[C:32]1[CH:33]=[CH:34][CH:35]=[CH:36][CH:37]=1. (5) Given the reactants [C:1]([C:6]1[CH:7]=[C:8]2[C:12](=[CH:13][CH:14]=1)[NH:11][CH:10]=[C:9]2[CH3:15])([O:3][CH2:4][CH3:5])=[O:2].[H-].[Na+].[CH3:18][C:19]1[CH:24]=[C:23]([CH3:25])[CH:22]=[C:21]([CH3:26])[C:20]=1[S:27](Cl)(=[O:29])=[O:28].[NH4+].[Cl-], predict the reaction product. The product is: [C:1]([C:6]1[CH:7]=[C:8]2[C:12](=[CH:13][CH:14]=1)[N:11]([S:27]([C:20]1[C:21]([CH3:26])=[CH:22][C:23]([CH3:25])=[CH:24][C:19]=1[CH3:18])(=[O:29])=[O:28])[CH:10]=[C:9]2[CH3:15])([O:3][CH2:4][CH3:5])=[O:2]. (6) Given the reactants Cl.Cl.ClC1C=CC(C2C3C4CCNCCC4NC=3C=CC=2)=CC=1.[Cl:24][C:25]1[CH:30]=[C:29]([Cl:31])[CH:28]=[CH:27][C:26]=1[C:32]1[C:33]2[C:34]3[CH2:54][CH2:53][NH:52][CH2:51][CH2:50][C:35]=3[N:36]([CH2:41][CH2:42][O:43][C:44]3[CH:49]=[CH:48][CH:47]=[CH:46][CH:45]=3)[C:37]=2[CH:38]=[CH:39][CH:40]=1, predict the reaction product. The product is: [Cl:24][C:25]1[CH:30]=[C:29]([Cl:31])[CH:28]=[CH:27][C:26]=1[C:32]1[C:33]2[C@@H:34]3[CH2:54][CH2:53][NH:52][CH2:51][CH2:50][C@@H:35]3[N:36]([CH2:41][CH2:42][O:43][C:44]3[CH:49]=[CH:48][CH:47]=[CH:46][CH:45]=3)[C:37]=2[CH:38]=[CH:39][CH:40]=1. (7) Given the reactants Br[C:2]1([C:8]([O:10][CH3:11])=[O:9])[CH2:7][CH2:6][CH2:5][CH2:4][CH2:3]1.C(N(C(C)C)CC)(C)C.[Br:21][C:22]1[CH:27]=[CH:26][CH:25]=[CH:24][C:23]=1[SH:28], predict the reaction product. The product is: [Br:21][C:22]1[CH:27]=[CH:26][CH:25]=[CH:24][C:23]=1[S:28][C:2]1([C:8]([O:10][CH3:11])=[O:9])[CH2:7][CH2:6][CH2:5][CH2:4][CH2:3]1. (8) The product is: [F:1][C:2]1[CH:7]=[CH:6][C:5]([C@@H:8]([NH:10][C:11]2[CH:12]=[C:13]([CH:17]=[C:18]([NH:20][C:21]3[CH:26]=[N:25][CH:24]=[CH:23][N:22]=3)[N:19]=2)[C:14]([NH2:27])=[O:15])[CH3:9])=[CH:4][CH:3]=1. Given the reactants [F:1][C:2]1[CH:7]=[CH:6][C:5]([C@@H:8]([NH:10][C:11]2[CH:12]=[C:13]([CH:17]=[C:18]([NH:20][C:21]3[CH:26]=[N:25][CH:24]=[CH:23][N:22]=3)[N:19]=2)[C:14](O)=[O:15])[CH3:9])=[CH:4][CH:3]=1.[NH3:27].CO, predict the reaction product.